From a dataset of Reaction yield outcomes from USPTO patents with 853,638 reactions. Predict the reaction yield, written as a fraction of the theoretical maximum amount of product (1.0 means a 100% yield; for example, 0.34 means a 34% yield). (1) The catalyst is ClCCl. The yield is 0.760. The reactants are [NH2:1][CH2:2][C:3]1[CH:12]=[C:11]2[C:6]([CH2:7][CH2:8][CH:9]([NH:20][C:21](=[O:27])[O:22][C:23]([CH3:26])([CH3:25])[CH3:24])[CH:10]2[CH2:13][C:14]2[CH:19]=[CH:18][CH:17]=[CH:16][CH:15]=2)=[CH:5][CH:4]=1.C(N(CC)CC)C.[CH:35]1([CH2:38][S:39](Cl)(=[O:41])=[O:40])[CH2:37][CH2:36]1. The product is [CH2:13]([CH:10]1[C:11]2[C:6](=[CH:5][CH:4]=[C:3]([CH2:2][NH:1][S:39]([CH2:38][CH:35]3[CH2:37][CH2:36]3)(=[O:41])=[O:40])[CH:12]=2)[CH2:7][CH2:8][CH:9]1[NH:20][C:21](=[O:27])[O:22][C:23]([CH3:24])([CH3:26])[CH3:25])[C:14]1[CH:15]=[CH:16][CH:17]=[CH:18][CH:19]=1. (2) The reactants are [C:1]([C:3]([CH3:24])([CH3:23])[C:4]1[CH:9]=[CH:8][C:7]([NH:10][C:11](=[O:22])[C:12]2[CH:17]=[CH:16][C:15]([O:18][CH3:19])=[C:14]([O:20][CH3:21])[CH:13]=2)=[CH:6][CH:5]=1)#[N:2].OO.C([O-])([O-])=[O:28].[K+].[K+]. The catalyst is CCO. The product is [C:1]([C:3]([C:4]1[CH:5]=[CH:6][C:7]([NH:10][C:11](=[O:22])[C:12]2[CH:17]=[CH:16][C:15]([O:18][CH3:19])=[C:14]([O:20][CH3:21])[CH:13]=2)=[CH:8][CH:9]=1)([CH3:24])[CH3:23])(=[O:28])[NH2:2]. The yield is 0.470. (3) The reactants are [N+:1]([C:4]1[CH:5]=[CH:6][CH:7]=[C:8]2[C:13]=1[N:12]=[CH:11][CH:10]=[C:9]2[C:14]([F:17])([F:16])[F:15])([O-])=O.Cl[Sn]Cl. The catalyst is Cl.CCO. The product is [F:17][C:14]([F:15])([F:16])[C:9]1[C:8]2[C:13](=[C:4]([NH2:1])[CH:5]=[CH:6][CH:7]=2)[N:12]=[CH:11][CH:10]=1. The yield is 0.890. (4) The reactants are [CH:1]1([C:4]2[CH:5]=[C:6]([NH:10][C:11]3[O:12][CH2:13][C:14]4[CH:20]=[C:19]([NH2:21])[CH:18]=[CH:17][C:15]=4[N:16]=3)[CH:7]=[CH:8][CH:9]=2)[CH2:3][CH2:2]1.[C:22]1([S:28](Cl)(=[O:30])=[O:29])[CH:27]=[CH:26][CH:25]=[CH:24][CH:23]=1. No catalyst specified. The product is [CH:1]1([C:4]2[CH:5]=[C:6]([NH:10][C:11]3[O:12][CH2:13][C:14]4[CH:20]=[C:19]([NH:21][S:28]([C:22]5[CH:27]=[CH:26][CH:25]=[CH:24][CH:23]=5)(=[O:30])=[O:29])[CH:18]=[CH:17][C:15]=4[N:16]=3)[CH:7]=[CH:8][CH:9]=2)[CH2:3][CH2:2]1. The yield is 0.580. (5) The reactants are Cl.O.O.[CH2:4]=[C:5]1[C:10](=[O:11])[CH:9]2[CH2:12][CH2:13][N:6]1[CH2:7][CH2:8]2.C([O-])([O-])=O.[K+].[K+].C(Cl)Cl. The catalyst is O. The product is [CH2:4]=[C:5]1[C:10](=[O:11])[CH:9]2[CH2:12][CH2:13][N:6]1[CH2:7][CH2:8]2. The yield is 1.00. (6) The reactants are [C:9](O[C:9]([O:11][C:12]([CH3:15])([CH3:14])[CH3:13])=[O:10])([O:11][C:12]([CH3:15])([CH3:14])[CH3:13])=[O:10].[NH:16]1[CH:20]=[CH:19][C:18]([NH2:21])=[N:17]1. The catalyst is C1COCC1. The product is [NH:16]1[CH:20]=[CH:19][C:18]([NH:21][C:9](=[O:10])[O:11][C:12]([CH3:13])([CH3:14])[CH3:15])=[N:17]1. The yield is 0.660. (7) The reactants are C1(P(=O)(C2C=CC=CC=2)C2C=CC=CC=2)C=CC=CC=1.FC(F)(F)S(OS(C(F)(F)F)(=O)=O)(=O)=O.C([S:43][C:44]1([CH2:50][NH:51][C:52]([C:54]2[NH:55][C:56]3[C:61]([CH:62]=2)=[CH:60][C:59]([O:63][CH2:64][CH2:65][O:66][CH3:67])=[CH:58][C:57]=3[N:68]([CH3:78])[S:69]([C:72]2[CH:77]=[CH:76][CH:75]=[CH:74][N:73]=2)(=[O:71])=[O:70])=O)[CH2:49][CH2:48][S:47][CH2:46][CH2:45]1)C1C=CC=CC=1.C1(SC)C=CC=CC=1.C(=O)([O-])O.[Na+]. The catalyst is C(#N)C. The product is [S:43]1[C:44]2([CH2:49][CH2:48][S:47][CH2:46][CH2:45]2)[CH2:50][N:51]=[C:52]1[C:54]1[NH:55][C:56]2[C:61]([CH:62]=1)=[CH:60][C:59]([O:63][CH2:64][CH2:65][O:66][CH3:67])=[CH:58][C:57]=2[N:68]([CH3:78])[S:69]([C:72]1[CH:77]=[CH:76][CH:75]=[CH:74][N:73]=1)(=[O:70])=[O:71]. The yield is 0.170. (8) The reactants are [Br:1][C:2]1[CH:7]=[CH:6][C:5]([F:8])=[C:4]([N+:9]([O-:11])=[O:10])[C:3]=1F.C(=O)([O-])[O-].[Cs+].[Cs+].[C:19]1([OH:25])[CH:24]=[CH:23][CH:22]=[CH:21][CH:20]=1. The catalyst is CS(C)=O.O.C(OCC)(=O)C. The product is [Br:1][C:2]1[CH:7]=[CH:6][C:5]([F:8])=[C:4]([N+:9]([O-:11])=[O:10])[C:3]=1[O:25][C:19]1[CH:24]=[CH:23][CH:22]=[CH:21][CH:20]=1. The yield is 0.340.